From a dataset of Forward reaction prediction with 1.9M reactions from USPTO patents (1976-2016). Predict the product of the given reaction. (1) Given the reactants [CH:1]1([C:4]2[C:5]([O:23][CH2:24][C:25]([F:28])([F:27])[F:26])=[CH:6][C:7]([C:10]([NH:12][C:13]([C:17]3[N:21]=[C:20]([CH3:22])[O:19][N:18]=3)([CH3:16])[CH2:14][OH:15])=[O:11])=[N:8][CH:9]=2)[CH2:3][CH2:2]1.CC(OI1(OC(C)=O)(OC(C)=O)OC(=O)C2C=CC=CC1=2)=O, predict the reaction product. The product is: [CH:1]1([C:4]2[C:5]([O:23][CH2:24][C:25]([F:26])([F:27])[F:28])=[CH:6][C:7]([C:10]([NH:12][C:13]([CH3:16])([C:17]3[N:21]=[C:20]([CH3:22])[O:19][N:18]=3)[CH:14]=[O:15])=[O:11])=[N:8][CH:9]=2)[CH2:2][CH2:3]1. (2) Given the reactants C([O:8][C:9]1[CH:18]=[C:17]2[C:12]([C:13]([NH:19][C:20]3[CH:25]=[CH:24][C:23]([F:26])=[C:22]([Cl:27])[CH:21]=3)=[N:14][CH:15]=[N:16]2)=[C:11]([O:28][CH2:29][C@H:30]2[CH2:34][CH2:33][CH2:32][N:31]2[C:35]([O:37][C:38]([CH3:41])([CH3:40])[CH3:39])=[O:36])[CH:10]=1)C1C=CC=CC=1, predict the reaction product. The product is: [Cl:27][C:22]1[CH:21]=[C:20]([CH:25]=[CH:24][C:23]=1[F:26])[NH:19][C:13]1[C:12]2[C:17](=[CH:18][C:9]([OH:8])=[CH:10][C:11]=2[O:28][CH2:29][C@H:30]2[CH2:34][CH2:33][CH2:32][N:31]2[C:35]([O:37][C:38]([CH3:41])([CH3:40])[CH3:39])=[O:36])[N:16]=[CH:15][N:14]=1.